From a dataset of Reaction yield outcomes from USPTO patents with 853,638 reactions. Predict the reaction yield, written as a fraction of the theoretical maximum amount of product (1.0 means a 100% yield; for example, 0.34 means a 34% yield). (1) The reactants are [CH:1]([NH2:4])([CH3:3])[CH3:2].C1C=CC2N(O)N=NC=2C=1.C(N(C(C)C)CC)(C)C.C(Cl)CCl.[C:28]([O:32][C:33]([N:35]1[CH2:41][CH2:40][C:39]2[C:42]([NH:47][CH2:48][C:49]3[CH:54]=[CH:53][C:52]([C:55](O)=[O:56])=[C:51]([F:58])[CH:50]=3)=[C:43]([Cl:46])[CH:44]=[CH:45][C:38]=2[CH2:37][CH2:36]1)=[O:34])([CH3:31])([CH3:30])[CH3:29]. The catalyst is C1COCC1. The product is [C:28]([O:32][C:33]([N:35]1[CH2:41][CH2:40][C:39]2[C:42]([NH:47][CH2:48][C:49]3[CH:54]=[CH:53][C:52]([C:55](=[O:56])[NH:4][CH:1]([CH3:3])[CH3:2])=[C:51]([F:58])[CH:50]=3)=[C:43]([Cl:46])[CH:44]=[CH:45][C:38]=2[CH2:37][CH2:36]1)=[O:34])([CH3:30])([CH3:31])[CH3:29]. The yield is 1.00. (2) The reactants are [Cl:1][C:2]1[CH:3]=[C:4]([NH:8][C:9]2[O:13][C:12]([C:14]3[CH:19]=[CH:18][C:17]([OH:20])=[CH:16][CH:15]=3)=[N:11][N:10]=2)[CH:5]=[CH:6][CH:7]=1.C[Si]([N-][Si](C)(C)C)(C)C.[K+].Cl[C:32]1[N:37]=[C:36]([NH2:38])[N:35]=[C:34]([NH2:39])[CH:33]=1.C([O-])([O-])=O.[K+].[K+]. The catalyst is CN(C=O)C.CO. The product is [Cl:1][C:2]1[CH:3]=[C:4]([NH:8][C:9]2[O:13][C:12]([C:14]3[CH:19]=[CH:18][C:17]([O:20][C:32]4[N:37]=[C:36]([NH2:38])[N:35]=[C:34]([NH2:39])[CH:33]=4)=[CH:16][CH:15]=3)=[N:11][N:10]=2)[CH:5]=[CH:6][CH:7]=1. The yield is 0.313.